Predict the reactants needed to synthesize the given product. From a dataset of Full USPTO retrosynthesis dataset with 1.9M reactions from patents (1976-2016). (1) Given the product [CH3:11][N:12]1[C:17](=[O:18])[CH2:16][C@H:15]2[CH2:19][C@@H:20]([N:22]([CH3:23])[C:2]3[C:3]4[CH:10]=[CH:9][NH:8][C:4]=4[N:5]=[CH:6][N:7]=3)[CH2:21][C@H:14]2[CH2:13]1, predict the reactants needed to synthesize it. The reactants are: Cl[C:2]1[C:3]2[CH:10]=[CH:9][NH:8][C:4]=2[N:5]=[C-:6][N:7]=1.[CH3:11][N:12]1[C:17](=[O:18])[CH2:16][C@@H:15]2[CH2:19][CH:20]([NH:22][CH3:23])[CH2:21][C@@H:14]2[CH2:13]1.C(=O)([O-])[O-].[K+].[K+]. (2) Given the product [Cl:12][C:9]1[N:8]=[C:7]([NH:13][CH2:14][CH3:15])[C:6]([C:4]([OH:5])=[O:3])=[CH:11][N:10]=1, predict the reactants needed to synthesize it. The reactants are: C([O:3][C:4]([C:6]1[C:7]([NH:13][CH2:14][CH3:15])=[N:8][C:9]([Cl:12])=[N:10][CH:11]=1)=[O:5])C.O.O.[OH-].[Li+]. (3) Given the product [F:28][CH:27]([F:29])[CH2:26][O:18][C:11]1[CH:10]=[C:9]([C:3]2[CH:4]=[CH:5][C:6]([F:8])=[CH:7][C:2]=2[F:1])[CH:14]=[C:13]([N+:15]([O-:17])=[O:16])[CH:12]=1, predict the reactants needed to synthesize it. The reactants are: [F:1][C:2]1[CH:7]=[C:6]([F:8])[CH:5]=[CH:4][C:3]=1[C:9]1[CH:14]=[C:13]([N+:15]([O-:17])=[O:16])[CH:12]=[C:11]([OH:18])[CH:10]=1.C([O-])([O-])=O.[K+].[K+].I[CH2:26][CH:27]([F:29])[F:28]. (4) Given the product [Cl:1][C:2]1[C:27]([C:28]([F:29])([F:30])[F:31])=[CH:26][CH:25]=[CH:24][C:3]=1[CH2:4][N:5]([CH2:10][CH:11]([C:12]1[CH:17]=[CH:16][CH:15]=[CH:14][CH:13]=1)[C:18]1[CH:19]=[CH:20][CH:21]=[CH:22][CH:23]=1)[CH2:6][CH2:7][CH2:8][O:9][C:50]1[CH:49]=[CH:48][CH:47]=[CH:46][C:45]=1[CH3:51], predict the reactants needed to synthesize it. The reactants are: [Cl:1][C:2]1[C:27]([C:28]([F:31])([F:30])[F:29])=[CH:26][CH:25]=[CH:24][C:3]=1[CH2:4][N:5]([CH2:10][CH:11]([C:18]1[CH:23]=[CH:22][CH:21]=[CH:20][CH:19]=1)[C:12]1[CH:17]=[CH:16][CH:15]=[CH:14][CH:13]=1)[CH2:6][CH2:7][CH2:8][OH:9].[CH:45]1[CH:50]=[CH:49][C:48](P([C:45]2[CH:50]=[CH:49][CH:48]=[CH:47][CH:46]=2)[C:45]2[CH:50]=[CH:49][CH:48]=[CH:47][CH:46]=2)=[CH:47][CH:46]=1.[CH3:51]C(OC(/N=N/C(OC(C)C)=O)=O)C. (5) Given the product [N:2]1([CH2:7][C:8]([N:22]2[CH2:23][C@H:19]([O:18][CH2:11][C:12]3[CH:17]=[CH:16][CH:15]=[CH:14][CH:13]=3)[CH2:20][C@H:21]2[C:24]([NH:26][C:27]2[CH:32]=[CH:31][C:30]([O:33][C:34]3[CH:39]=[CH:38][C:37]([F:40])=[CH:36][CH:35]=3)=[CH:29][CH:28]=2)=[O:25])=[O:10])[CH:6]=[N:5][CH:4]=[N:3]1, predict the reactants needed to synthesize it. The reactants are: Cl.[N:2]1([CH2:7][C:8]([OH:10])=O)[CH:6]=[N:5][CH:4]=[N:3]1.[CH2:11]([O:18][C@H:19]1[CH2:23][NH:22][C@H:21]([C:24]([NH:26][C:27]2[CH:32]=[CH:31][C:30]([O:33][C:34]3[CH:39]=[CH:38][C:37]([F:40])=[CH:36][CH:35]=3)=[CH:29][CH:28]=2)=[O:25])[CH2:20]1)[C:12]1[CH:17]=[CH:16][CH:15]=[CH:14][CH:13]=1. (6) Given the product [Br:12][C:13]1[CH:14]=[C:15]([CH:18]=[C:19]([O:22][CH2:23][CH3:24])[C:20]=1[O:21][CH2:7][C:6]1[CH:9]=[CH:10][CH:11]=[C:4]([N+:1]([O-:3])=[O:2])[CH:5]=1)[CH:16]=[O:17], predict the reactants needed to synthesize it. The reactants are: [N+:1]([C:4]1[CH:5]=[C:6]([CH:9]=[CH:10][CH:11]=1)[CH2:7]Br)([O-:3])=[O:2].[Br:12][C:13]1[CH:14]=[C:15]([CH:18]=[C:19]([O:22][CH2:23][CH3:24])[C:20]=1[OH:21])[CH:16]=[O:17].C([O-])([O-])=O.[K+].[K+]. (7) The reactants are: [N:1]([CH2:4][CH:5]([OH:12])[CH2:6][C:7]([CH3:11])([CH3:10])[CH2:8][CH3:9])=[N+]=[N-]. Given the product [NH2:1][CH2:4][CH:5]([OH:12])[CH2:6][C:7]([CH3:11])([CH3:10])[CH2:8][CH3:9], predict the reactants needed to synthesize it. (8) Given the product [CH2:1]([N:3]1[C:7]2=[N:8][C:9]([CH2:45][CH3:46])=[C:10]([CH2:19][N:20]([CH2:29][C:30]3[CH:31]=[C:32]([C:37]4[CH:42]=[CH:41][CH:40]=[C:39]([CH2:43][N:54]5[CH2:59][CH2:58][NH:57][C@@H:56]([CH3:60])[CH2:55]5)[CH:38]=4)[C:33]([CH3:36])=[CH:34][CH:35]=3)[C:21]([C:23]3([C:26]([NH2:28])=[O:27])[CH2:24][CH2:25]3)=[O:22])[C:11]([NH:12][CH:13]3[CH2:14][CH2:15][O:16][CH2:17][CH2:18]3)=[C:6]2[CH:5]=[N:4]1)[CH3:2], predict the reactants needed to synthesize it. The reactants are: [CH2:1]([N:3]1[C:7]2=[N:8][C:9]([CH2:45][CH3:46])=[C:10]([CH2:19][N:20]([CH2:29][C:30]3[CH:31]=[C:32]([C:37]4[CH:42]=[CH:41][CH:40]=[C:39]([CH:43]=O)[CH:38]=4)[C:33]([CH3:36])=[CH:34][CH:35]=3)[C:21]([C:23]3([C:26]([NH2:28])=[O:27])[CH2:25][CH2:24]3)=[O:22])[C:11]([NH:12][CH:13]3[CH2:18][CH2:17][O:16][CH2:15][CH2:14]3)=[C:6]2[CH:5]=[N:4]1)[CH3:2].C([N:54]1[CH2:59][CH2:58][NH:57][C@H:56]([CH3:60])[CH2:55]1)(OC(C)(C)C)=O.C(O[BH-](OC(=O)C)OC(=O)C)(=O)C.[Na+].C(O)(=O)C.